From a dataset of Full USPTO retrosynthesis dataset with 1.9M reactions from patents (1976-2016). Predict the reactants needed to synthesize the given product. (1) Given the product [O:1]=[C:2]1[N:10]([CH2:11][CH2:12][CH3:13])[C:9]([C:14]([NH2:15])=[O:36])=[N:8][C:7]2[N:6]=[C:5]([C:16]3[CH:17]=[N:18][N:19]([CH2:21][C:22]4[CH:27]=[CH:26][CH:25]=[C:24]([C:28]([F:31])([F:30])[F:29])[CH:23]=4)[CH:20]=3)[NH:4][C:3]1=2, predict the reactants needed to synthesize it. The reactants are: [O:1]=[C:2]1[N:10]([CH2:11][CH2:12][CH3:13])[C:9]([C:14]#[N:15])=[N:8][C:7]2[N:6]=[C:5]([C:16]3[CH:17]=[N:18][N:19]([CH2:21][C:22]4[CH:27]=[CH:26][CH:25]=[C:24]([C:28]([F:31])([F:30])[F:29])[CH:23]=4)[CH:20]=3)[NH:4][C:3]1=2.[OH-].[Na+].C([OH:36])C.O. (2) Given the product [Br:1][C:2]1[CH:3]=[N:4][C:5]([N:13]([CH2:12][CH2:11][O:10][CH3:9])[CH3:14])=[N:6][CH:7]=1, predict the reactants needed to synthesize it. The reactants are: [Br:1][C:2]1[CH:3]=[N:4][C:5](Cl)=[N:6][CH:7]=1.[CH3:9][O:10][CH2:11][CH2:12][NH:13][CH3:14].C(=O)([O-])[O-].[K+].[K+].